Dataset: Full USPTO retrosynthesis dataset with 1.9M reactions from patents (1976-2016). Task: Predict the reactants needed to synthesize the given product. (1) Given the product [F:9][C:10]1[CH:11]=[C:12](/[CH:13]=[CH:14]/[C:15]([N:1]2[CH2:6][CH2:5][CH:4]([CH2:7][OH:8])[CH2:3][CH2:2]2)=[O:16])[CH:18]=[C:19]([F:21])[CH:20]=1, predict the reactants needed to synthesize it. The reactants are: [NH:1]1[CH2:6][CH2:5][CH:4]([CH2:7][OH:8])[CH2:3][CH2:2]1.[F:9][C:10]1[CH:11]=[C:12]([CH:18]=[C:19]([F:21])[CH:20]=1)[CH:13]=[CH:14][C:15](O)=[O:16].F[P-](F)(F)(F)(F)F.N1(O[P+](N(C)C)(N(C)C)N(C)C)C2C=CC=CC=2N=N1.C(N(CC)CC)C. (2) Given the product [Cl:1][C:2]1[CH:10]=[CH:9][C:5]([C:6]([OH:8])=[O:7])=[C:4]([CH3:11])[C:3]=1[N+:17]([O-:19])=[O:18], predict the reactants needed to synthesize it. The reactants are: [Cl:1][C:2]1[CH:10]=[CH:9][C:5]([C:6]([OH:8])=[O:7])=[C:4]([CH3:11])[CH:3]=1.S(=O)(=O)(O)O.[N+:17]([O-])([OH:19])=[O:18].